Predict which catalyst facilitates the given reaction. From a dataset of Catalyst prediction with 721,799 reactions and 888 catalyst types from USPTO. (1) Reactant: Cl.[Cl:2][CH2:3][CH2:4][NH:5][CH2:6][CH2:7][Cl:8].[C:9](O[C:9]([O:11][C:12]([CH3:15])([CH3:14])[CH3:13])=[O:10])([O:11][C:12]([CH3:15])([CH3:14])[CH3:13])=[O:10]. Product: [C:12]([O:11][C:9](=[O:10])[N:5]([CH2:6][CH2:7][Cl:8])[CH2:4][CH2:3][Cl:2])([CH3:15])([CH3:14])[CH3:13]. The catalyst class is: 34. (2) Product: [O:17]([C:14]1[CH:13]=[CH:12][C:11]([C:10]2[C:3]3[C:4](=[N:5][CH:6]=[N:7][C:2]=3[NH2:1])[N:8]([C@@H:24]3[CH2:29][CH2:28][CH2:27][NH:26][CH2:25]3)[N:9]=2)=[CH:16][CH:15]=1)[C:18]1[CH:23]=[CH:22][CH:21]=[CH:20][CH:19]=1. Reactant: [NH2:1][C:2]1[N:7]=[CH:6][N:5]=[C:4]2[N:8]([C@@H:24]3[CH2:29][CH2:28][CH2:27][N:26](C(OC(C)(C)C)=O)[CH2:25]3)[N:9]=[C:10]([C:11]3[CH:16]=[CH:15][C:14]([O:17][C:18]4[CH:23]=[CH:22][CH:21]=[CH:20][CH:19]=4)=[CH:13][CH:12]=3)[C:3]=12. The catalyst class is: 281. (3) Reactant: [Br:1][CH2:2][C:3](Br)=[O:4].[C:6]([O:10][C:11](=[O:25])[NH:12][C:13]([CH3:24])([CH3:23])[CH2:14][NH:15][C:16]1[CH:21]=[CH:20][CH:19]=[CH:18][C:17]=1[CH3:22])([CH3:9])([CH3:8])[CH3:7].C(=O)(O)[O-].[Na+]. Product: [C:6]([O:10][C:11](=[O:25])[NH:12][C:13]([CH3:24])([CH3:23])[CH2:14][N:15]([C:3](=[O:4])[CH2:2][Br:1])[C:16]1[CH:21]=[CH:20][CH:19]=[CH:18][C:17]=1[CH3:22])([CH3:9])([CH3:8])[CH3:7]. The catalyst class is: 80. (4) Reactant: [H-].[Na+].[C:3]([CH:5]([CH:10]([C:21]1[CH:26]=[CH:25][CH:24]=[CH:23][C:22]=1[O:27][CH3:28])[C:11]1[C:20]2[C:15](=[CH:16][CH:17]=[CH:18][CH:19]=2)[CH:14]=[CH:13][CH:12]=1)[C:6]([O:8][CH3:9])=[O:7])#[N:4].Cl.[N:30]1[CH:35]=[CH:34][CH:33]=[CH:32][C:31]=1[CH2:36]Cl. Product: [C:3]([C@:5]([CH2:36][C:31]1[CH:32]=[CH:33][CH:34]=[CH:35][N:30]=1)([C@H:10]([C:21]1[CH:26]=[CH:25][CH:24]=[CH:23][C:22]=1[O:27][CH3:28])[C:11]1[C:20]2[C:15](=[CH:16][CH:17]=[CH:18][CH:19]=2)[CH:14]=[CH:13][CH:12]=1)[C:6]([O:8][CH3:9])=[O:7])#[N:4]. The catalyst class is: 3. (5) Reactant: B(Br)(Br)Br.C[O:6][C:7]1[CH:16]=[C:15]2[C:10]([CH:11]=[CH:12][C:13]([C:17]#[N:18])=[CH:14]2)=[CH:9][CH:8]=1.O.C([O-])([O-])=O.[Na+].[Na+]. Product: [OH:6][C:7]1[CH:16]=[C:15]2[C:10]([CH:11]=[CH:12][C:13]([C:17]#[N:18])=[CH:14]2)=[CH:9][CH:8]=1. The catalyst class is: 2. (6) Reactant: C(OC([N:6]1[C:14]2[C:9](=[C:10]([Br:15])[CH:11]=[CH:12][CH:13]=2)[C:8]([O:16][CH3:17])=[N:7]1)=O)C.O.[Li+].[OH-]. Product: [Br:15][C:10]1[CH:11]=[CH:12][CH:13]=[C:14]2[C:9]=1[C:8]([O:16][CH3:17])=[N:7][NH:6]2. The catalyst class is: 1. (7) Reactant: C(N(CC)CC)C.[NH2:8][CH:9]1[CH2:15][N:14]([C:16]([O:18][CH2:19][C:20]2[CH:25]=[CH:24][CH:23]=[CH:22][CH:21]=2)=[O:17])[CH2:13][CH2:12][NH:11][C:10]1=[O:26].[C:27](O[C:27]([O:29][C:30]([CH3:33])([CH3:32])[CH3:31])=[O:28])([O:29][C:30]([CH3:33])([CH3:32])[CH3:31])=[O:28].O. Product: [C:30]([O:29][C:27]([NH:8][CH:9]1[CH2:15][N:14]([C:16]([O:18][CH2:19][C:20]2[CH:21]=[CH:22][CH:23]=[CH:24][CH:25]=2)=[O:17])[CH2:13][CH2:12][NH:11][C:10]1=[O:26])=[O:28])([CH3:33])([CH3:32])[CH3:31]. The catalyst class is: 4. (8) Reactant: C([O:5][CH2:6][CH:7]([O:9][C:10]1[C:19]2[C:14](=[CH:15][C:16]([O:20][CH3:21])=[CH:17][CH:18]=2)[N:13]=[CH:12][CH:11]=1)[CH3:8])(C)(C)C. Product: [CH3:21][O:20][C:16]1[CH:15]=[C:14]2[C:19]([C:10]([O:9][CH:7]([CH3:8])[CH2:6][OH:5])=[CH:11][CH:12]=[N:13]2)=[CH:18][CH:17]=1. The catalyst class is: 67. (9) Reactant: [C:1]1([CH:7]([C:9]2[CH:10]=[N:11][C:12]([C:15]3[CH:20]=[CH:19][CH:18]=[CH:17][CH:16]=3)=[CH:13][CH:14]=2)O)[CH:6]=[CH:5][CH:4]=[CH:3][CH:2]=1.[CH:21]1[N:25]=[CH:24][N:23](C([N:23]2[CH:24]=[N:25][CH:21]=[CH:22]2)=O)[CH:22]=1. Product: [N:23]1([CH:7]([C:1]2[CH:6]=[CH:5][CH:4]=[CH:3][CH:2]=2)[C:9]2[CH:14]=[CH:13][C:12]([C:15]3[CH:20]=[CH:19][CH:18]=[CH:17][CH:16]=3)=[N:11][CH:10]=2)[CH:22]=[CH:21][N:25]=[CH:24]1. The catalyst class is: 37. (10) Reactant: [F:1][C:2]([F:44])([F:43])[C:3]1[CH:4]=[C:5]([C:13]([CH3:42])([CH3:41])[C:14]([N:16]([C:18]2[C:19]([C:33]3[CH:38]=[CH:37][C:36]([F:39])=[CH:35][C:34]=3[CH3:40])=[CH:20][C:21]([N:24]3[CH2:29][CH2:28][CH:27]([CH2:30][S:31][CH3:32])[CH2:26][CH2:25]3)=[N:22][CH:23]=2)[CH3:17])=[O:15])[CH:6]=[C:7]([C:9]([F:12])([F:11])[F:10])[CH:8]=1.ClC1C=CC=C(C(OO)=[O:53])C=1.S([O-])(O)=O.[Na+]. The catalyst class is: 4. Product: [F:44][C:2]([F:1])([F:43])[C:3]1[CH:4]=[C:5]([C:13]([CH3:41])([CH3:42])[C:14]([N:16]([C:18]2[C:19]([C:33]3[CH:38]=[CH:37][C:36]([F:39])=[CH:35][C:34]=3[CH3:40])=[CH:20][C:21]([N:24]3[CH2:25][CH2:26][CH:27]([CH2:30][S:31]([CH3:32])=[O:53])[CH2:28][CH2:29]3)=[N:22][CH:23]=2)[CH3:17])=[O:15])[CH:6]=[C:7]([C:9]([F:10])([F:11])[F:12])[CH:8]=1.